From a dataset of NCI-60 drug combinations with 297,098 pairs across 59 cell lines. Regression. Given two drug SMILES strings and cell line genomic features, predict the synergy score measuring deviation from expected non-interaction effect. (1) Drug 1: CC1C(C(CC(O1)OC2CC(OC(C2O)C)OC3=CC4=CC5=C(C(=O)C(C(C5)C(C(=O)C(C(C)O)O)OC)OC6CC(C(C(O6)C)O)OC7CC(C(C(O7)C)O)OC8CC(C(C(O8)C)O)(C)O)C(=C4C(=C3C)O)O)O)O. Drug 2: COC1=C2C(=CC3=C1OC=C3)C=CC(=O)O2. Cell line: SNB-75. Synergy scores: CSS=58.9, Synergy_ZIP=-0.512, Synergy_Bliss=-0.534, Synergy_Loewe=-40.3, Synergy_HSA=0.0909. (2) Drug 1: CC1=C2C(C(=O)C3(C(CC4C(C3C(C(C2(C)C)(CC1OC(=O)C(C(C5=CC=CC=C5)NC(=O)C6=CC=CC=C6)O)O)OC(=O)C7=CC=CC=C7)(CO4)OC(=O)C)O)C)OC(=O)C. Drug 2: CCC1(CC2CC(C3=C(CCN(C2)C1)C4=CC=CC=C4N3)(C5=C(C=C6C(=C5)C78CCN9C7C(C=CC9)(C(C(C8N6C)(C(=O)OC)O)OC(=O)C)CC)OC)C(=O)OC)O.OS(=O)(=O)O. Cell line: SR. Synergy scores: CSS=46.8, Synergy_ZIP=-0.724, Synergy_Bliss=-3.70, Synergy_Loewe=-42.0, Synergy_HSA=-5.04. (3) Drug 1: CC1=C2C(C(=O)C3(C(CC4C(C3C(C(C2(C)C)(CC1OC(=O)C(C(C5=CC=CC=C5)NC(=O)OC(C)(C)C)O)O)OC(=O)C6=CC=CC=C6)(CO4)OC(=O)C)O)C)O. Drug 2: C1CCC(C(C1)N)N.C(=O)(C(=O)[O-])[O-].[Pt+4]. Cell line: OVCAR-8. Synergy scores: CSS=16.1, Synergy_ZIP=-4.01, Synergy_Bliss=-1.22, Synergy_Loewe=2.32, Synergy_HSA=2.33. (4) Drug 1: CNC(=O)C1=CC=CC=C1SC2=CC3=C(C=C2)C(=NN3)C=CC4=CC=CC=N4. Drug 2: CC1=C2C(C(=O)C3(C(CC4C(C3C(C(C2(C)C)(CC1OC(=O)C(C(C5=CC=CC=C5)NC(=O)C6=CC=CC=C6)O)O)OC(=O)C7=CC=CC=C7)(CO4)OC(=O)C)O)C)OC(=O)C. Cell line: MOLT-4. Synergy scores: CSS=80.9, Synergy_ZIP=15.3, Synergy_Bliss=17.0, Synergy_Loewe=4.45, Synergy_HSA=19.8. (5) Drug 1: C1CN1C2=NC(=NC(=N2)N3CC3)N4CC4. Drug 2: C1=C(C(=O)NC(=O)N1)N(CCCl)CCCl. Cell line: SK-MEL-28. Synergy scores: CSS=15.4, Synergy_ZIP=-6.29, Synergy_Bliss=-2.45, Synergy_Loewe=-1.83, Synergy_HSA=-0.998. (6) Drug 1: C1=CC(=CC=C1CCC2=CNC3=C2C(=O)NC(=N3)N)C(=O)NC(CCC(=O)O)C(=O)O. Drug 2: C1=NC2=C(N1)C(=S)N=CN2. Cell line: SN12C. Synergy scores: CSS=22.9, Synergy_ZIP=-7.12, Synergy_Bliss=-8.82, Synergy_Loewe=-8.37, Synergy_HSA=-4.35.